Dataset: Full USPTO retrosynthesis dataset with 1.9M reactions from patents (1976-2016). Task: Predict the reactants needed to synthesize the given product. (1) Given the product [CH3:34][O:35][C:36](=[O:49])[CH2:37][N:38]1[C:42]2[CH:43]=[CH:44][C:45]([S:47][CH2:64][C:60]3[CH:61]=[CH:62][CH:63]=[C:58]([O:57][CH2:56][C:55]4[CH:66]=[CH:67][C:52]([C:51]([F:50])([F:68])[F:69])=[CH:53][CH:54]=4)[CH:59]=3)=[CH:46][C:41]=2[O:40][C:39]1=[O:48], predict the reactants needed to synthesize it. The reactants are: COC(=O)C(C1C=CC(SCC2C=CC(C3C=CC(C(F)(F)F)=CN=3)=CC=2)=C(OC)C=1)(C)C.[CH3:34][O:35][C:36](=[O:49])[CH2:37][N:38]1[C:42]2[CH:43]=[CH:44][C:45]([SH:47])=[CH:46][C:41]=2[O:40][C:39]1=[O:48].[F:50][C:51]([F:69])([F:68])[C:52]1[CH:67]=[CH:66][C:55]([CH2:56][O:57][C:58]2[CH:63]=[CH:62][CH:61]=[C:60]([CH2:64]Cl)[CH:59]=2)=[CH:54][CH:53]=1. (2) Given the product [CH2:24]([NH:1][C:2]1([CH2:8][NH:9][C:10](=[O:19])[O:11][CH2:12][C:13]2[CH:18]=[CH:17][CH:16]=[CH:15][CH:14]=2)[CH2:7][CH2:6][O:5][CH2:4][CH2:3]1)[CH2:23][CH2:22][C:21]#[CH:20], predict the reactants needed to synthesize it. The reactants are: [NH2:1][C:2]1([CH2:8][NH:9][C:10](=[O:19])[O:11][CH2:12][C:13]2[CH:18]=[CH:17][CH:16]=[CH:15][CH:14]=2)[CH2:7][CH2:6][O:5][CH2:4][CH2:3]1.[CH:20](=O)[CH2:21][CH2:22][C:23]#[CH:24].C(O[BH-](OC(=O)C)OC(=O)C)(=O)C.[Na+].C(=O)([O-])O.[Na+]. (3) The reactants are: [Cl:1][C:2]1[CH:3]=[C:4]([C:9]2[NH:13][N:12]=[N:11][N:10]=2)[CH:5]=[CH:6][C:7]=1[Cl:8].Br.Br[CH2:16][C:17]1[CH:18]=[N:19][CH:20]=[CH:21][CH:22]=1.Cl.ClCC1C(C)=NC=CC=1. Given the product [Cl:1][C:2]1[CH:3]=[C:4]([C:9]2[N:13]([CH2:16][C:17]3[CH:18]=[N:19][CH:20]=[CH:21][CH:22]=3)[N:12]=[N:11][N:10]=2)[CH:5]=[CH:6][C:7]=1[Cl:8], predict the reactants needed to synthesize it. (4) Given the product [F:34][C:29]1[CH:30]=[CH:31][CH:32]=[CH:33][C:28]=1[S:25]([NH:24][C:20]1[C:15]([C:16]([O:18][CH3:19])=[O:17])=[C:14]([CH2:13][CH2:12][CH2:11][CH2:10][C:9]([OH:35])=[O:8])[CH:23]=[CH:22][CH:21]=1)(=[O:27])=[O:26], predict the reactants needed to synthesize it. The reactants are: C([O:8][C:9](=[O:35])[CH2:10][CH2:11]/[CH:12]=[CH:13]/[C:14]1[CH:23]=[CH:22][CH:21]=[C:20]([NH:24][S:25]([C:28]2[CH:33]=[CH:32][CH:31]=[CH:30][C:29]=2[F:34])(=[O:27])=[O:26])[C:15]=1[C:16]([O:18][CH3:19])=[O:17])C1C=CC=CC=1.[Li+].[OH-].